Task: Predict the product of the given reaction.. Dataset: Forward reaction prediction with 1.9M reactions from USPTO patents (1976-2016) Given the reactants [NH2:1][C:2]1[CH:3]=[C:4]([C:12]([O:14][CH3:15])=[O:13])[C:5]2[O:10][CH2:9][CH2:8][O:7][C:6]=2[CH:11]=1.[B:16](F)([F:18])[F:17].CCOCC.[N:25](OC(C)(C)C)=O, predict the reaction product. The product is: [CH3:15][O:14][C:12]([C:4]1[C:5]2[O:10][CH2:9][CH2:8][O:7][C:6]=2[CH:11]=[C:2]([N:1]=[N-:25])[CH:3]=1)=[O:13].[F:17][B+:16][F:18].